Dataset: Full USPTO retrosynthesis dataset with 1.9M reactions from patents (1976-2016). Task: Predict the reactants needed to synthesize the given product. Given the product [F:30][C:29]([F:31])([F:32])[C:28]([NH:27][CH2:26][C:25]1[CH:34]=[CH:35][C:36]([F:37])=[C:23]([CH:20]2[CH2:19][CH2:18][N:17]([C:15]([C:4]3[C:3]4[C:7](=[CH:8][CH:9]=[CH:10][C:2]=4[NH:1][S:44]([C:42]4[N:41]=[CH:40][N:39]([CH3:38])[CH:43]=4)(=[O:46])=[O:45])[N:6]([CH2:11][CH2:12][O:13][CH3:14])[CH:5]=3)=[O:16])[CH2:22][CH2:21]2)[CH:24]=1)=[O:33], predict the reactants needed to synthesize it. The reactants are: [NH2:1][C:2]1[CH:10]=[CH:9][CH:8]=[C:7]2[C:3]=1[C:4]([C:15]([N:17]1[CH2:22][CH2:21][CH:20]([C:23]3[CH:24]=[C:25]([CH:34]=[CH:35][C:36]=3[F:37])[CH2:26][NH:27][C:28](=[O:33])[C:29]([F:32])([F:31])[F:30])[CH2:19][CH2:18]1)=[O:16])=[CH:5][N:6]2[CH2:11][CH2:12][O:13][CH3:14].[CH3:38][N:39]1[CH:43]=[C:42]([S:44](Cl)(=[O:46])=[O:45])[N:41]=[CH:40]1.